Dataset: Peptide-MHC class I binding affinity with 185,985 pairs from IEDB/IMGT. Task: Regression. Given a peptide amino acid sequence and an MHC pseudo amino acid sequence, predict their binding affinity value. This is MHC class I binding data. (1) The binding affinity (normalized) is 1.00. The MHC is HLA-A32:01 with pseudo-sequence HLA-A32:01. The peptide sequence is KTSGYISSF. (2) The peptide sequence is KDKVKVLEQTT. The MHC is Mamu-A11 with pseudo-sequence Mamu-A11. The binding affinity (normalized) is 0.415. (3) The peptide sequence is VMNIERQDY. The MHC is HLA-A33:01 with pseudo-sequence HLA-A33:01. The binding affinity (normalized) is 0.389.